From a dataset of Forward reaction prediction with 1.9M reactions from USPTO patents (1976-2016). Predict the product of the given reaction. (1) The product is: [Cl:1][C:2]1[CH:7]=[CH:6][C:5]([OH:8])=[C:4]([C:9]2[N:13]=[CH:12][N:11]([C:15]3[CH:20]=[CH:19][CH:18]=[CH:17][N:16]=3)[N:10]=2)[CH:3]=1. Given the reactants [Cl:1][C:2]1[CH:7]=[CH:6][C:5]([OH:8])=[C:4]([C:9]2[N:13]=[CH:12][NH:11][N:10]=2)[CH:3]=1.Cl[C:15]1[CH:20]=[CH:19][CH:18]=[CH:17][N:16]=1, predict the reaction product. (2) Given the reactants [CH2:1]([N:4]1[CH2:9][CH2:8][O:7][CH2:6][CH2:5]1)[C:2]#[CH:3].C([Mg]Cl)(C)C.CON(C)[C:18](=[O:20])[CH3:19].[NH4+].[Cl-], predict the reaction product. The product is: [N:4]1([CH2:1][C:2]#[C:3][C:18](=[O:20])[CH3:19])[CH2:9][CH2:8][O:7][CH2:6][CH2:5]1. (3) Given the reactants Br[CH:2]1[C:12]2=[C:13]3[C:8](=[CH:9][CH:10]=[CH:11]2)[CH:7]=[CH:6][CH:5]=[C:4]3[CH2:3]1.[Cl:14][C:15]1[CH:16]=[CH:17][CH:18]=[C:19]2[C:23]=1[NH:22][CH:21]=[C:20]2[CH:24]1[CH2:29][CH2:28][NH:27][CH2:26][CH2:25]1, predict the reaction product. The product is: [CH:2]1([N:27]2[CH2:28][CH2:29][CH:24]([C:20]3[C:19]4[C:23](=[C:15]([Cl:14])[CH:16]=[CH:17][CH:18]=4)[NH:22][CH:21]=3)[CH2:25][CH2:26]2)[C:12]2=[C:13]3[C:8](=[CH:9][CH:10]=[CH:11]2)[CH:7]=[CH:6][CH:5]=[C:4]3[CH2:3]1. (4) Given the reactants Br[C:2]1[CH:3]=[CH:4][CH:5]=[C:6]2[C:10]=1[N:9]([CH2:11][C:12]1[CH:17]=[CH:16][C:15]([O:18][CH3:19])=[CH:14][CH:13]=1)[C:8]([C:20]#[N:21])=[C:7]2[CH2:22][CH2:23][CH2:24][O:25][C:26]1[C:35]2[C:30](=[CH:31][CH:32]=[CH:33][CH:34]=2)[CH:29]=[CH:28][CH:27]=1.[C:36]1([CH3:45])[CH:41]=[CH:40][CH:39]=[CH:38][C:37]=1B(O)O.[F-].[Cs+], predict the reaction product. The product is: [CH3:19][O:18][C:15]1[CH:16]=[CH:17][C:12]([CH2:11][N:9]2[C:10]3[C:6](=[CH:5][CH:4]=[CH:3][C:2]=3[C:37]3[CH:38]=[CH:39][CH:40]=[CH:41][C:36]=3[CH3:45])[C:7]([CH2:22][CH2:23][CH2:24][O:25][C:26]3[C:35]4[C:30](=[CH:31][CH:32]=[CH:33][CH:34]=4)[CH:29]=[CH:28][CH:27]=3)=[C:8]2[C:20]#[N:21])=[CH:13][CH:14]=1. (5) Given the reactants Br[CH2:2][CH2:3][CH2:4][CH2:5][CH2:6][CH2:7][C:8]1[C:14]2[CH:15]=[CH:16][C:17]([OH:19])=[CH:18][C:13]=2[CH2:12][CH2:11][CH2:10][C:9]=1[C:20]1[CH:25]=[CH:24][C:23]([S:26]([CH3:29])(=[O:28])=[O:27])=[CH:22][CH:21]=1.[CH3:30][NH:31][CH2:32][CH2:33][CH2:34][S:35]([CH2:38][CH2:39][CH2:40][C:41]([F:47])([F:46])[C:42]([F:45])([F:44])[F:43])(=[O:37])=[O:36], predict the reaction product. The product is: [S:26]([C:23]1[CH:24]=[CH:25][C:20]([C:9]2[CH2:10][CH2:11][CH2:12][C:13]3[CH:18]=[C:17]([OH:19])[CH:16]=[CH:15][C:14]=3[C:8]=2[CH2:7][CH2:6][CH2:5][CH2:4][CH2:3][CH2:2][N:31]([CH3:30])[CH2:32][CH2:33][CH2:34][S:35]([CH2:38][CH2:39][CH2:40][C:41]([F:47])([F:46])[C:42]([F:43])([F:44])[F:45])(=[O:36])=[O:37])=[CH:21][CH:22]=1)([CH3:29])(=[O:28])=[O:27]. (6) Given the reactants [CH3:1][O:2][C:3]1[N:8]2[N:9]=[C:10]([CH2:12][O:13]C3CCCCO3)[CH:11]=[C:7]2[C:6]([C:20]([OH:22])=[O:21])=[CH:5][CH:4]=1.O.C1(C)C=CC(S(O)(=O)=O)=CC=1, predict the reaction product. The product is: [OH:13][CH2:12][C:10]1[CH:11]=[C:7]2[C:6]([C:20]([OH:22])=[O:21])=[CH:5][CH:4]=[C:3]([O:2][CH3:1])[N:8]2[N:9]=1.